From a dataset of Retrosynthesis with 50K atom-mapped reactions and 10 reaction types from USPTO. Predict the reactants needed to synthesize the given product. (1) Given the product CCc1[nH]c(C(=O)N[C@H]2CCN(C(=O)OC(C)(C)C)C[C@H]2OCC(C)C)nc1Cl, predict the reactants needed to synthesize it. The reactants are: CC(C)CO[C@@H]1CN(C(=O)OC(C)(C)C)CC[C@@H]1N.CCc1[nH]c(C(=O)O)nc1Cl. (2) Given the product Clc1nccc(Nc2ccccn2)n1, predict the reactants needed to synthesize it. The reactants are: Clc1ccnc(Cl)n1.Nc1ccccn1. (3) Given the product CCOC(=O)OCn1c(S(=O)Cc2nccc(OCC(F)(F)F)c2C)nc2ccccc21, predict the reactants needed to synthesize it. The reactants are: CCOC(=O)Cl.Cc1c(OCC(F)(F)F)ccnc1CS(=O)c1nc2ccccc2n1CO. (4) The reactants are: Clc1nc(SCc2ccccc2)nc2nc(Br)sc12.NCCOc1ccccc1. Given the product Clc1nc(SCc2ccccc2)nc2nc(NCCOc3ccccc3)sc12, predict the reactants needed to synthesize it. (5) Given the product COC(=O)c1cc(C2CCN(C(=O)OC(C)(C)C)CC2)ccc1F, predict the reactants needed to synthesize it. The reactants are: COC(=O)c1cc(C2=CCN(C(=O)OC(C)(C)C)CC2)ccc1F.